Dataset: Reaction yield outcomes from USPTO patents with 853,638 reactions. Task: Predict the reaction yield, written as a fraction of the theoretical maximum amount of product (1.0 means a 100% yield; for example, 0.34 means a 34% yield). (1) The reactants are [H-].[Na+].[CH:3]1([SH:9])[CH2:8][CH2:7][CH2:6][CH2:5][CH2:4]1.Cl[C:11]1[N:18]=[C:17]([C:19]([F:22])([F:21])[F:20])[CH:16]=[CH:15][C:12]=1[C:13]#[N:14].[NH4+].[Cl-]. The catalyst is CN(C=O)C.O. The product is [CH:3]1([S:9][C:11]2[N:18]=[C:17]([C:19]([F:22])([F:20])[F:21])[CH:16]=[CH:15][C:12]=2[C:13]#[N:14])[CH2:8][CH2:7][CH2:6][CH2:5][CH2:4]1. The yield is 0.938. (2) The reactants are C[O:2][C:3]1[CH:12]=[CH:11][C:10]2[NH:9][C:8](=[O:13])[C:7]3[S:14][CH:15]=[CH:16][C:6]=3[C:5]=2[C:4]=1[C:17]1[CH:22]=[CH:21][C:20]([C@H:23]([CH3:33])[CH2:24][NH:25]C(=O)OC(C)(C)C)=[CH:19][CH:18]=1.BrB(Br)Br. No catalyst specified. The product is [NH2:25][CH2:24][C@H:23]([C:20]1[CH:19]=[CH:18][C:17]([C:4]2[C:5]3[C:6]4[CH:16]=[CH:15][S:14][C:7]=4[C:8](=[O:13])[NH:9][C:10]=3[CH:11]=[CH:12][C:3]=2[OH:2])=[CH:22][CH:21]=1)[CH3:33]. The yield is 0.470. (3) The reactants are Cl[C:2]1[N:10]=[C:9]2[C:5]([NH:6][CH:7]=[N:8]2)=[C:4]([NH2:11])[N:3]=1.[CH2:12]([NH2:16])[CH2:13][CH2:14][CH3:15]. No catalyst specified. The product is [CH2:12]([NH:16][C:2]1[N:10]=[C:9]2[C:5]([NH:6][CH:7]=[N:8]2)=[C:4]([NH2:11])[N:3]=1)[CH2:13][CH2:14][CH3:15]. The yield is 0.300. (4) The reactants are [NH2:1][CH2:2][C:3]([NH:5][C:6]1[S:7][CH:8]=[CH:9][C:10]=1[C:11]([C:13]1[CH:22]=[CH:21][C:16]([C:17]([O:19][CH3:20])=[O:18])=[CH:15][CH:14]=1)=O)=[O:4].C(O)(=O)C. The catalyst is CO. The product is [O:4]=[C:3]1[NH:5][C:6]2[S:7][CH:8]=[CH:9][C:10]=2[C:11]([C:13]2[CH:22]=[CH:21][C:16]([C:17]([O:19][CH3:20])=[O:18])=[CH:15][CH:14]=2)=[N:1][CH2:2]1. The yield is 1.00.